Dataset: Reaction yield outcomes from USPTO patents with 853,638 reactions. Task: Predict the reaction yield, written as a fraction of the theoretical maximum amount of product (1.0 means a 100% yield; for example, 0.34 means a 34% yield). The reactants are [Cl-].[CH3:2][C:3]1[SH+:4][CH:5]=[CH:6][CH:7]=[CH:8][CH:9]=[CH:10][CH:11]=1.[CH3:12][NH:13]N.C(O[C:19](=[O:21])[CH3:20])(=O)C.[CH:22]([N:25]([CH2:29]C)C(C)C)([CH3:24])[CH3:23].C(#[N:33])C. The catalyst is O. The product is [CH3:12][NH:13][C:10]1[CH:9]=[CH:8][C:2]2[N:33]([C:19](=[O:21])[CH3:20])[C:6]3[C:5]([S:4][C:3]=2[CH:11]=1)=[CH:24][C:22]([NH:25][CH3:29])=[CH:23][CH:7]=3. The yield is 0.700.